Dataset: Full USPTO retrosynthesis dataset with 1.9M reactions from patents (1976-2016). Task: Predict the reactants needed to synthesize the given product. (1) The reactants are: O=[C:2]([C:20]1[CH:25]=[CH:24][CH:23]=[CH:22][CH:21]=1)[CH2:3][NH:4][C:5]([CH:7]1[CH2:12][CH2:11][N:10](C(OC(C)(C)C)=O)[CH2:9][CH2:8]1)=O.FC(F)(F)C([O-])=O.[NH4+:33].O.C(Cl)(Cl)[Cl:36]. Given the product [ClH:36].[ClH:36].[C:20]1([C:2]2[N:33]=[C:5]([CH:7]3[CH2:12][CH2:11][NH:10][CH2:9][CH2:8]3)[NH:4][CH:3]=2)[CH:25]=[CH:24][CH:23]=[CH:22][CH:21]=1, predict the reactants needed to synthesize it. (2) Given the product [Br:1][C:2]1[C:7]([N:8]([CH2:30][O:31][CH3:32])[S:9]([C:12]2[CH:17]=[CH:16][C:15]([Cl:18])=[C:14]([C:19]([F:22])([F:21])[F:20])[CH:13]=2)(=[O:11])=[O:10])=[CH:6][C:5]([Cl:23])=[CH:4][N:3]=1, predict the reactants needed to synthesize it. The reactants are: [Br:1][C:2]1[C:7]([NH:8][S:9]([C:12]2[CH:17]=[CH:16][C:15]([Cl:18])=[C:14]([C:19]([F:22])([F:21])[F:20])[CH:13]=2)(=[O:11])=[O:10])=[CH:6][C:5]([Cl:23])=[CH:4][N:3]=1.C([O-])([O-])=O.[K+].[K+].[CH3:30][O:31][CH2:32]Cl. (3) Given the product [O:1]([C:8]1[CH:9]=[CH:10][C:11]([C:14]2[NH:15][C:16]3[CH:22]=[C:21]([C:23]([OH:25])=[O:24])[CH:20]=[CH:19][C:17]=3[N:18]=2)=[CH:12][CH:13]=1)[C:2]1[CH:3]=[CH:4][CH:5]=[CH:6][CH:7]=1, predict the reactants needed to synthesize it. The reactants are: [O:1]([C:8]1[CH:13]=[CH:12][C:11]([C:14]2[NH:15][C:16]3[CH:22]=[C:21]([C:23]([O:25]CC)=[O:24])[CH:20]=[CH:19][C:17]=3[N:18]=2)=[CH:10][CH:9]=1)[C:2]1[CH:7]=[CH:6][CH:5]=[CH:4][CH:3]=1.O.[OH-].[Li+]. (4) Given the product [CH3:15][C@@:8]1([CH2:7][S:5]([Cl:21])(=[O:20])=[O:6])[C:9](=[O:14])[NH:10][C:11](=[O:13])[NH:12]1, predict the reactants needed to synthesize it. The reactants are: C([S:5]([CH2:7][C@@:8]1([CH3:15])[NH:12][C:11](=[O:13])[NH:10][C:9]1=[O:14])=[O:6])(C)(C)C.C(O)(=O)C.[OH2:20].[Cl:21]Cl.C1(C)C=CC=CC=1.CCCC(C)C. (5) Given the product [CH:12]1([N:15]([C@@H:16]2[CH2:21][CH2:20][CH2:19][CH2:18][C@@H:17]2[C:22]2[CH:23]=[CH:24][CH:25]=[CH:26][CH:27]=2)[C:9]([C:3]2[C:4]([CH3:8])=[N:5][N:6]([CH3:7])[C:2]=2[F:1])=[O:10])[CH2:13][CH2:14]1, predict the reactants needed to synthesize it. The reactants are: [F:1][C:2]1[N:6]([CH3:7])[N:5]=[C:4]([CH3:8])[C:3]=1[C:9](Cl)=[O:10].[CH:12]1([NH:15][C@@H:16]2[CH2:21][CH2:20][CH2:19][CH2:18][C@@H:17]2[C:22]2[CH:27]=[CH:26][CH:25]=[CH:24][CH:23]=2)[CH2:14][CH2:13]1.C(N(CC)CC)C. (6) Given the product [CH3:15][C:6]1[NH:7][CH:8]=[C:4]([CH2:3][CH2:2][OH:1])[N:5]=1, predict the reactants needed to synthesize it. The reactants are: [OH:1][CH2:2][CH2:3][C:4]1[N:5]=[C:6]([CH3:15])[N:7](S(N(C)C)(=O)=O)[CH:8]=1.Cl. (7) Given the product [C:4]([OH:10])([C:6]([F:9])([F:8])[F:7])=[O:5].[C:2](#[N:1])[CH3:4].[OH:10][C:4]([C:6]([F:9])([F:8])[F:7])=[O:5], predict the reactants needed to synthesize it. The reactants are: [N:1]#[C:2]Br.[C:4]([OH:10])([C:6]([F:9])([F:8])[F:7])=[O:5]. (8) Given the product [NH2:8][C@H:9]1[CH2:14][CH2:13][N:12]([C:15]([O:17][C:18]([CH3:20])([CH3:21])[CH3:19])=[O:16])[CH2:11][C@H:10]1[N:22]1[CH:26]=[CH:25][N:24]=[CH:23]1, predict the reactants needed to synthesize it. The reactants are: C([NH:8][C@H:9]1[CH2:14][CH2:13][N:12]([C:15]([O:17][C:18]([CH3:21])([CH3:20])[CH3:19])=[O:16])[CH2:11][C@H:10]1[N:22]1[CH:26]=[CH:25][N:24]=[CH:23]1)C1C=CC=CC=1.C([O-])=O.[NH4+].C(=O)=O. (9) Given the product [Br:30][C:27]1[CH:26]=[CH:25][C:24]([CH:17]([C:18]2[CH:19]=[CH:20][CH:21]=[CH:22][CH:23]=2)[O:11][C@@H:6]([CH2:7][CH:8]([CH3:9])[CH3:10])[C:5]([NH:4][CH2:3][C:1]#[N:2])=[O:12])=[CH:29][CH:28]=1, predict the reactants needed to synthesize it. The reactants are: [C:1]([CH2:3][NH:4][C:5](=[O:12])[C@@H:6]([OH:11])[CH2:7][CH:8]([CH3:10])[CH3:9])#[N:2].ClC(Cl)(Cl)C(=N)O[CH:17]([C:24]1[CH:29]=[CH:28][C:27]([Br:30])=[CH:26][CH:25]=1)[C:18]1[CH:23]=[CH:22][CH:21]=[CH:20][CH:19]=1.